Task: Predict the product of the given reaction.. Dataset: Forward reaction prediction with 1.9M reactions from USPTO patents (1976-2016) (1) Given the reactants [CH2:1]([O:3][C:4](=[O:15])[C:5](=[CH:11]OCC)[C:6]([O:8][CH2:9][CH3:10])=[O:7])[CH3:2].[CH:16]1([NH:21][C:22]2[CH:27]=[C:26]([F:28])[C:25]([F:29])=[C:24]([F:30])[CH:23]=2)[CH2:20][CH2:19][CH2:18][CH2:17]1, predict the reaction product. The product is: [CH:16]1([N:21]([CH:11]=[C:5]([C:4]([O:3][CH2:1][CH3:2])=[O:15])[C:6]([O:8][CH2:9][CH3:10])=[O:7])[C:22]2[CH:23]=[C:24]([F:30])[C:25]([F:29])=[C:26]([F:28])[CH:27]=2)[CH2:17][CH2:18][CH2:19][CH2:20]1. (2) Given the reactants [CH3:1][C:2]1[N:7]=[C:6]2[CH2:8][N:9]([CH2:12][C:13]3[CH:18]=[CH:17][CH:16]=[CH:15][CH:14]=3)[CH2:10][CH2:11][CH:5]2[C:4](=O)[N:3]=1.P(Cl)(Cl)(Cl)=O.[NH:25]1[CH2:30][CH2:29][CH2:28][CH2:27][CH2:26]1, predict the reaction product. The product is: [CH3:1][C:2]1[N:3]=[C:4]([N:25]2[CH2:30][CH2:29][CH2:28][CH2:27][CH2:26]2)[C:5]2[CH2:11][CH2:10][N:9]([CH2:12][C:13]3[CH:18]=[CH:17][CH:16]=[CH:15][CH:14]=3)[CH2:8][C:6]=2[N:7]=1. (3) Given the reactants [CH:1]1([C:5]2[C:9]3[CH2:10][NH:11][CH:12]([CH3:14])[CH2:13][C:8]=3[NH:7][N:6]=2)[CH2:4][CH2:3][CH2:2]1.[Cl:15][C:16]1[CH:17]=[C:18]([NH:22][C:23](=O)[O:24]C2C=CC=CC=2)[CH:19]=[CH:20][CH:21]=1, predict the reaction product. The product is: [Cl:15][C:16]1[CH:17]=[C:18]([NH:22][C:23]([N:11]2[CH:12]([CH3:14])[CH2:13][C:8]3[NH:7][N:6]=[C:5]([CH:1]4[CH2:4][CH2:3][CH2:2]4)[C:9]=3[CH2:10]2)=[O:24])[CH:19]=[CH:20][CH:21]=1. (4) Given the reactants [C:1]([O:5][C:6](=[O:19])[CH2:7][N:8]1[C:12]2=[N:13][CH:14]=[CH:15][CH:16]=[C:11]2[C:10]([C:17]#[N:18])=[N:9]1)([CH3:4])([CH3:3])[CH3:2].Cl.[NH2:21][OH:22].CCN(CC)CC, predict the reaction product. The product is: [C:1]([O:5][C:6](=[O:19])[CH2:7][N:8]1[C:12]2=[N:13][CH:14]=[CH:15][CH:16]=[C:11]2[C:10]([C:17](=[NH:18])[NH:21][OH:22])=[N:9]1)([CH3:4])([CH3:2])[CH3:3]. (5) Given the reactants [C:1]([O:5][C:6]([NH:8][CH2:9][C:10]1[CH:11]=[C:12]([C:17]2[S:18][C:19](Cl)=[C:20]([C:22]([NH:24][C:25]3[CH:30]=[CH:29][CH:28]=[CH:27][C:26]=3[CH2:31][C:32]([O:34][C:35]([CH3:38])([CH3:37])[CH3:36])=[O:33])=[O:23])[N:21]=2)[CH:13]=[C:14]([F:16])[CH:15]=1)=[O:7])([CH3:4])([CH3:3])[CH3:2].[CH:40]1([B-](F)(F)F)[CH2:42][CH2:41]1.[K+].C([O-])([O-])=O.[K+].[K+], predict the reaction product. The product is: [C:1]([O:5][C:6]([NH:8][CH2:9][C:10]1[CH:11]=[C:12]([C:17]2[S:18][C:19]([CH:40]3[CH2:42][CH2:41]3)=[C:20]([C:22]([NH:24][C:25]3[CH:30]=[CH:29][CH:28]=[CH:27][C:26]=3[CH2:31][C:32]([O:34][C:35]([CH3:38])([CH3:37])[CH3:36])=[O:33])=[O:23])[N:21]=2)[CH:13]=[C:14]([F:16])[CH:15]=1)=[O:7])([CH3:4])([CH3:3])[CH3:2]. (6) Given the reactants C[O:2][C:3]([C:5]1[CH:24]=[CH:23][C:8]2[N:9]=[C:10]([C:12]3[C:17]([C:18]([F:21])([F:20])[F:19])=[CH:16][CH:15]=[CH:14][C:13]=3[Cl:22])[NH:11][C:7]=2[CH:6]=1)=[O:4].[OH-].[Na+].Cl, predict the reaction product. The product is: [Cl:22][C:13]1[CH:14]=[CH:15][CH:16]=[C:17]([C:18]([F:20])([F:21])[F:19])[C:12]=1[C:10]1[NH:11][C:7]2[CH:6]=[C:5]([C:3]([OH:4])=[O:2])[CH:24]=[CH:23][C:8]=2[N:9]=1. (7) Given the reactants [F:1][C:2]1[CH:3]=[C:4]([C:8]2[S:9][C:10]([NH:14][CH3:15])=[C:11]([CH3:13])[N:12]=2)[CH:5]=[N:6][CH:7]=1.[N:16]([CH:19]1[CH2:21][CH2:20]1)=[C:17]=[S:18], predict the reaction product. The product is: [CH:19]1([NH:16][C:17](=[S:18])[N:14]([C:10]2[S:9][C:8]([C:4]3[CH:5]=[N:6][CH:7]=[C:2]([F:1])[CH:3]=3)=[N:12][C:11]=2[CH3:13])[CH3:15])[CH2:21][CH2:20]1.